From a dataset of Full USPTO retrosynthesis dataset with 1.9M reactions from patents (1976-2016). Predict the reactants needed to synthesize the given product. (1) Given the product [Cl:9][C:10]1[CH:11]=[CH:12][C:13]([CH2:17][OH:18])=[C:14]([O:16][CH2:2][C:3]2[CH:8]=[CH:7][CH:6]=[CH:5][CH:4]=2)[CH:15]=1, predict the reactants needed to synthesize it. The reactants are: Br[CH2:2][C:3]1[CH:8]=[CH:7][CH:6]=[CH:5][CH:4]=1.[Cl:9][C:10]1[CH:11]=[CH:12][C:13]([CH2:17][OH:18])=[C:14]([OH:16])[CH:15]=1.[OH-].[Na+]. (2) Given the product [S:34]1[CH:35]=[CH:36][C:32]([CH2:31][NH:30][C:26]2[CH:25]=[C:24]([C:23]3[C:18]4[C:19](=[N:20][C:15]([NH:14][CH:11]5[CH2:12][CH2:13][CH:8]([NH2:7])[CH2:9][CH2:10]5)=[N:16][CH:17]=4)[NH:21][N:22]=3)[CH:29]=[CH:28][CH:27]=2)=[CH:33]1, predict the reactants needed to synthesize it. The reactants are: C(OC(=O)[NH:7][CH:8]1[CH2:13][CH2:12][CH:11]([NH:14][C:15]2[N:20]=[C:19]3[N:21](COCC[Si](C)(C)C)[N:22]=[C:23]([C:24]4[CH:29]=[CH:28][CH:27]=[C:26]([NH:30][CH2:31][C:32]5[CH:36]=[CH:35][S:34][CH:33]=5)[CH:25]=4)[C:18]3=[CH:17][N:16]=2)[CH2:10][CH2:9]1)(C)(C)C.C(O)(C(F)(F)F)=O. (3) Given the product [F:32][C:30]1[N:29]=[C:28]2[C:24]([N:25]=[CH:26][NH:27]2)=[C:23]([NH:1][C@H:2]([C:4]2[N:5]([C:16]3[CH:21]=[CH:20][CH:19]=[CH:18][CH:17]=3)[C:6](=[O:15])[C:7]3[C:12]([CH:13]=2)=[CH:11][CH:10]=[CH:9][C:8]=3[CH3:14])[CH3:3])[N:31]=1.[F:48][C:49]1[N:57]=[C:56]2[C:52]([N:53]=[C:54]([NH:64][CH:65]([C:67]3[N:68]([C:79]4[CH:80]=[CH:81][CH:82]=[CH:83][CH:84]=4)[C:69](=[O:78])[C:70]4[C:75]([CH:76]=3)=[CH:74][CH:73]=[CH:72][C:71]=4[CH3:77])[CH3:66])[N:55]2[CH:58]2[CH2:63][CH2:62][CH2:61][CH2:60][O:59]2)=[CH:51][N:50]=1, predict the reactants needed to synthesize it. The reactants are: [NH2:1][CH:2]([C:4]1[N:5]([C:16]2[CH:21]=[CH:20][CH:19]=[CH:18][CH:17]=2)[C:6](=[O:15])[C:7]2[C:12]([CH:13]=1)=[CH:11][CH:10]=[CH:9][C:8]=2[CH3:14])[CH3:3].Cl[C:23]1[N:31]=[C:30]([F:32])[N:29]=[C:28]2[C:24]=1[N:25]=[CH:26][N:27]2C1CCCCO1.CCN(C(C)C)C(C)C.[F:48][C:49]1[N:57]=[C:56]2[C:52]([N:53]=[C:54]([NH:64][CH:65]([C:67]3[N:68]([C:79]4[CH:84]=[CH:83][CH:82]=[CH:81][CH:80]=4)[C:69](=[O:78])[C:70]4[C:75]([CH:76]=3)=[CH:74][CH:73]=[CH:72][C:71]=4[CH3:77])[CH3:66])[N:55]2[CH:58]2[CH2:63][CH2:62][CH2:61][CH2:60][O:59]2)=[CH:51][N:50]=1. (4) Given the product [CH3:16][C:11]1([CH3:17])[C:12]([CH3:15])([CH3:14])[O:13][B:9]([C:2]2[CH:3]=[C:4]([CH:7]=[O:8])[S:5][CH:6]=2)[O:10]1, predict the reactants needed to synthesize it. The reactants are: Br[C:2]1[CH:3]=[C:4]([CH:7]=[O:8])[S:5][CH:6]=1.[B:9]1([B:9]2[O:13][C:12]([CH3:15])([CH3:14])[C:11]([CH3:17])([CH3:16])[O:10]2)[O:13][C:12]([CH3:15])([CH3:14])[C:11]([CH3:17])([CH3:16])[O:10]1.C([O-])(=O)C.[K+]. (5) Given the product [CH3:3][O:2][C:1](=[O:9])[C:36]1[CH:35]=[CH:34][C:33](/[CH:32]=[CH:28]/[C:29](=[O:31])[N:11]2[CH2:12][C:13]3[C:22](=[O:23])[C:21]4[CH:20]=[CH:19][CH:18]=[CH:17][C:16]=4[NH:15][C:14]=3[CH:10]2[C:5]2[CH:6]=[CH:7][C:8]3[O:9][CH2:1][O:2][C:3]=3[CH:4]=2)=[CH:38][CH:37]=1, predict the reactants needed to synthesize it. The reactants are: [CH2:1]1[O:9][C:8]2[CH:7]=[CH:6][C:5]([CH:10]3[C:14]4[NH:15][C:16]5[CH:17]=[CH:18][CH:19]=[CH:20][C:21]=5[C:22](=[O:23])[C:13]=4[CH2:12][NH:11]3)=[CH:4][C:3]=2[O:2]1.C(C/[C:28](=[CH:32]\[C:33]1[CH:38]=[CH:37][CH:36]=[CH:35][CH:34]=1)/[C:29]([OH:31])=O)(O)=O.C(N(CC)CC)C.ClCCl. (6) Given the product [Cl:13][C:14]1[N:15]=[CH:16][N:17]=[C:18]([NH:2][CH2:3][C@@H:4]([C:6]2[CH:11]=[CH:10][C:9]([F:12])=[CH:8][CH:7]=2)[OH:5])[CH:19]=1, predict the reactants needed to synthesize it. The reactants are: Cl.[NH2:2][CH2:3][C@@H:4]([C:6]1[CH:11]=[CH:10][C:9]([F:12])=[CH:8][CH:7]=1)[OH:5].[Cl:13][C:14]1[CH:19]=[C:18](Cl)[N:17]=[CH:16][N:15]=1.C([O-])(O)=O.[Na+].O.